This data is from Catalyst prediction with 721,799 reactions and 888 catalyst types from USPTO. The task is: Predict which catalyst facilitates the given reaction. (1) Reactant: [CH3:1][CH2:2][O:3][C:4]([C:6]1[N:7](C(OC(C)(C)C)=O)[C:8]2[C:13]([CH:14]=1)=[CH:12][C:11]([Cl:15])=[CH:10][C:9]=2[CH2:16]Br)=[O:5].[CH3:25][NH:26][CH3:27]. Product: [CH2:2]([O:3][C:4]([C:6]1[NH:7][C:8]2[C:13]([CH:14]=1)=[CH:12][C:11]([Cl:15])=[CH:10][C:9]=2[CH2:16][N:26]([CH3:27])[CH3:25])=[O:5])[CH3:1]. The catalyst class is: 1. (2) Reactant: [C:1]([C:3]1[CH:8]=[C:7]([F:9])[C:6]([N:10]2[CH2:15][CH2:14][CH:13]([C:16]3[CH:21]=[CH:20][CH:19]=[CH:18][CH:17]=3)[CH:12]([CH2:22][N:23]([C@@H:31]([C:33]3[C:42]4[C:37](=[CH:38][CH:39]=[CH:40][CH:41]=4)[CH:36]=[CH:35][CH:34]=3)[CH3:32])[C:24](=[O:30])[O:25][C:26]([CH3:29])([CH3:28])[CH3:27])[CH2:11]2)=[C:5]([F:43])[CH:4]=1)#[N:2].[N-:44]=[N+:45]=[N-:46].[Na+].Cl.C(N(CC)CC)C.CN(C=O)C. The catalyst class is: 6. Product: [F:9][C:7]1[CH:8]=[C:3]([C:1]2[NH:46][N:45]=[N:44][N:2]=2)[CH:4]=[C:5]([F:43])[C:6]=1[N:10]1[CH2:15][CH2:14][CH:13]([C:16]2[CH:17]=[CH:18][CH:19]=[CH:20][CH:21]=2)[CH:12]([CH2:22][N:23]([C@@H:31]([C:33]2[C:42]3[C:37](=[CH:38][CH:39]=[CH:40][CH:41]=3)[CH:36]=[CH:35][CH:34]=2)[CH3:32])[C:24](=[O:30])[O:25][C:26]([CH3:29])([CH3:28])[CH3:27])[CH2:11]1. (3) Reactant: [OH:1][CH2:2][C:3]1[N:4]=[CH:5][NH:6][CH:7]=1.[CH2:8](N(CC)CC)C.[CH3:15][C:16]([Si:19](Cl)([CH3:21])[CH3:20])([CH3:18])[CH3:17].O. Product: [Si:19]([O:1][CH2:2][C:3]1[N:4]=[C:5]([CH3:8])[NH:6][CH:7]=1)([C:16]([CH3:18])([CH3:17])[CH3:15])([CH3:21])[CH3:20]. The catalyst class is: 31. (4) Reactant: C1C=CC(S(N(S(C2C=CC=CC=2)(=O)=O)[F:11])(=O)=O)=CC=1.[H-].[Na+].[CH2:23]1[S:31](=[O:33])(=[O:32])[O:30][CH2:29][CH2:28][O:27][S:24]1(=[O:26])=[O:25].C(Cl)Cl. Product: [F:11][CH:23]1[S:24](=[O:25])(=[O:26])[O:27][CH2:28][CH2:29][O:30][S:31]1(=[O:33])=[O:32]. The catalyst class is: 841. (5) Reactant: C(O[C:4](=[O:28])[C:5]([NH:7][C:8]1[CH:13]=[CH:12][C:11]([C:14](=[O:27])[CH:15]=[CH:16][C:17]2[CH:26]=[N:25][C:24]3[C:19](=[CH:20][CH:21]=[CH:22][CH:23]=3)[N:18]=2)=[CH:10][CH:9]=1)=[O:6])C.[N:29]1([CH2:35][CH2:36][NH2:37])[CH2:34][CH2:33][O:32][CH2:31][CH2:30]1. Product: [N:29]1([CH2:35][CH2:36][NH:37][C:4](=[O:28])[C:5]([NH:7][C:8]2[CH:13]=[CH:12][C:11]([C:14](=[O:27])[CH:15]=[CH:16][C:17]3[CH:26]=[N:25][C:24]4[C:19](=[CH:20][CH:21]=[CH:22][CH:23]=4)[N:18]=3)=[CH:10][CH:9]=2)=[O:6])[CH2:34][CH2:33][O:32][CH2:31][CH2:30]1. The catalyst class is: 113.